Dataset: Full USPTO retrosynthesis dataset with 1.9M reactions from patents (1976-2016). Task: Predict the reactants needed to synthesize the given product. (1) Given the product [C:36]([NH:1][C:2]1[S:3][C:4]([C:7]#[C:8][C:9]2[CH:10]=[C:11]([CH:31]=[CH:32][C:33]=2[CH3:34])[C:12]([NH:14][C:15]2[CH:20]=[C:19]([C:21]([F:22])([F:24])[F:23])[CH:18]=[C:17]([N:25]3[CH:29]=[C:28]([CH3:30])[N:27]=[CH:26]3)[CH:16]=2)=[O:13])=[CH:5][N:6]=1)(=[O:37])[CH3:35], predict the reactants needed to synthesize it. The reactants are: [NH2:1][C:2]1[S:3][C:4]([C:7]#[C:8][C:9]2[CH:10]=[C:11]([CH:31]=[CH:32][C:33]=2[CH3:34])[C:12]([NH:14][C:15]2[CH:20]=[C:19]([C:21]([F:24])([F:23])[F:22])[CH:18]=[C:17]([N:25]3[CH:29]=[C:28]([CH3:30])[N:27]=[CH:26]3)[CH:16]=2)=[O:13])=[CH:5][N:6]=1.[CH3:35][C:36](OC(C)=O)=[O:37]. (2) Given the product [ClH:34].[CH3:1][O:2][C:3](=[O:27])[C@@H:4]([NH2:16])[CH2:5][C:6]([F:15])([F:14])[CH2:7][C:8]1[CH:13]=[CH:12][CH:11]=[CH:10][CH:9]=1, predict the reactants needed to synthesize it. The reactants are: [CH3:1][O:2][C:3](=[O:27])[C@@H:4]([NH:16]C(OCC1C=CC=CC=1)=O)[CH2:5][C:6]([F:15])([F:14])[CH2:7][C:8]1[CH:13]=[CH:12][CH:11]=[CH:10][CH:9]=1.O1CCOCC1.[ClH:34].